From a dataset of Forward reaction prediction with 1.9M reactions from USPTO patents (1976-2016). Predict the product of the given reaction. (1) Given the reactants [Cl:1][C:2]1[CH:7]=[CH:6][CH:5]=[C:4]([Cl:8])[C:3]=1[C:9]1[C:13]([CH2:14][O:15][C:16]2[CH:35]=[CH:34][C:19]3[CH:20]=[C:21]([C:23]4[CH:33]=[CH:32][C:26]([C:27]([O:29]CC)=[O:28])=[CH:25][CH:24]=4)[S:22][C:18]=3[CH:17]=2)=[C:12]([CH:36]([CH3:38])[CH3:37])[O:11][N:10]=1.[OH-].[Li+].O1CCOCC1, predict the reaction product. The product is: [Cl:8][C:4]1[CH:5]=[CH:6][CH:7]=[C:2]([Cl:1])[C:3]=1[C:9]1[C:13]([CH2:14][O:15][C:16]2[CH:35]=[CH:34][C:19]3[CH:20]=[C:21]([C:23]4[CH:33]=[CH:32][C:26]([C:27]([OH:29])=[O:28])=[CH:25][CH:24]=4)[S:22][C:18]=3[CH:17]=2)=[C:12]([CH:36]([CH3:38])[CH3:37])[O:11][N:10]=1. (2) Given the reactants Cl[C:2]1[N:7]=[C:6]([Cl:8])[C:5]([C:9]([F:12])([F:11])[F:10])=[CH:4][N:3]=1.[NH2:13][C:14]1[CH:19]=[CH:18][C:17]([CH2:20][P:21](=[O:29])([O:25][CH:26]([CH3:28])[CH3:27])[O:22][CH2:23][CH3:24])=[CH:16][C:15]=1[O:30][CH3:31].C(N(C(C)C)CC)(C)C, predict the reaction product. The product is: [Cl:8][C:6]1[C:5]([C:9]([F:12])([F:11])[F:10])=[CH:4][N:3]=[C:2]([NH:13][C:14]2[CH:19]=[CH:18][C:17]([CH2:20][P:21](=[O:29])([O:25][CH:26]([CH3:28])[CH3:27])[O:22][CH2:23][CH3:24])=[CH:16][C:15]=2[O:30][CH3:31])[N:7]=1. (3) The product is: [CH3:8][C@@H:9]([O:13][C:14]1[N:22]=[C:21]2[C:17]([N:18]=[C:19]([O:23][CH3:24])[N:20]2[CH2:27][CH2:28][CH:29]2[CH2:34][CH2:33][CH2:32][O:31][CH2:30]2)=[C:16]([NH2:25])[N:15]=1)[CH2:10][CH2:11][CH3:12]. Given the reactants FC(F)(F)C(O)=O.[CH3:8][C@@H:9]([O:13][C:14]1[NH:15][C:16]([NH2:25])=[C:17]2[C:21]([N:22]=1)=[N:20][C:19]([O:23][CH3:24])=[N:18]2)[CH2:10][CH2:11][CH3:12].Br[CH2:27][CH2:28][CH:29]1[CH2:34][CH2:33][CH2:32][O:31][CH2:30]1, predict the reaction product. (4) Given the reactants [O:1]=[C:2]1[CH2:7][NH:6][CH2:5][CH2:4][N:3]1[CH:8]1[CH2:17][CH2:16][C:15]2[CH:14]=[C:13]([C:18]#[N:19])[CH:12]=[CH:11][C:10]=2[CH2:9]1.[Cl:20][C:21]1[C:29]2[CH2:28][O:27][C:26](=[O:30])[C:25]=2[CH:24]=[CH:23][C:22]=1[CH2:31][CH:32]=O, predict the reaction product. The product is: [Cl:20][C:21]1[C:29]2[CH2:28][O:27][C:26](=[O:30])[C:25]=2[CH:24]=[CH:23][C:22]=1[CH2:31][CH2:32][N:6]1[CH2:5][CH2:4][N:3]([CH:8]2[CH2:17][CH2:16][C:15]3[CH:14]=[C:13]([C:18]#[N:19])[CH:12]=[CH:11][C:10]=3[CH2:9]2)[C:2](=[O:1])[CH2:7]1. (5) Given the reactants [F:1][C:2]1[CH:3]=[C:4]2[C:8](=[C:9]([CH3:11])[CH:10]=1)[NH:7][C:6]1[CH2:12][C@@H:13]3[N:17]([CH2:18][C:5]2=1)[CH2:16][CH2:15][CH2:14]3.[H-].[Na+].[CH3:21][C:22]1([C:25]2[CH:26]=[N:27][CH:28]=[CH:29][CH:30]=2)[CH2:24][O:23]1, predict the reaction product. The product is: [F:1][C:2]1[CH:3]=[C:4]2[C:8](=[C:9]([CH3:11])[CH:10]=1)[N:7]([CH2:21][C@@:22]([C:25]1[CH:26]=[N:27][CH:28]=[CH:29][CH:30]=1)([OH:23])[CH3:24])[C:6]1[CH2:12][C@@H:13]3[N:17]([CH2:18][C:5]2=1)[CH2:16][CH2:15][CH2:14]3. (6) Given the reactants C([Sn](CCCC)(CCCC)/[CH:6]=[CH:7]\[O:8][CH2:9][CH3:10])CCC.Br[C:20]1[C:21]([NH:27][CH:28]([CH2:31][CH3:32])[CH2:29][CH3:30])=[N:22][C:23]([Cl:26])=[N:24][CH:25]=1, predict the reaction product. The product is: [Cl:26][C:23]1[N:22]=[C:21]([NH:27][CH:28]([CH2:31][CH3:32])[CH2:29][CH3:30])[C:20](/[CH:6]=[CH:7]\[O:8][CH2:9][CH3:10])=[CH:25][N:24]=1. (7) Given the reactants [Cl:1][CH:2]([CH2:7][C:8]1[CH:13]=[CH:12][C:11]([N+:14]([O-])=O)=[CH:10][C:9]=1[N+:17]([O-])=O)[C:3](OC)=[O:4], predict the reaction product. The product is: [NH2:14][C:11]1[CH:10]=[C:9]2[C:8]([CH2:7][CH:2]([Cl:1])[C:3](=[O:4])[NH:17]2)=[CH:13][CH:12]=1.